The task is: Predict the reaction yield, written as a fraction of the theoretical maximum amount of product (1.0 means a 100% yield; for example, 0.34 means a 34% yield).. This data is from Reaction yield outcomes from USPTO patents with 853,638 reactions. (1) The reactants are Br[C:2]1[C:8]([C:9]([F:12])([F:11])[F:10])=[CH:7][C:5]([NH2:6])=[CH:4][C:3]=1[Cl:13].CC1(C)C(C)(C)OB([C:22]2[CH:41]=[CH:40][C:25]([O:26][CH:27]3[CH2:32][CH2:31][CH2:30][N:29]([C:33]([O:35][C:36]([CH3:39])([CH3:38])[CH3:37])=[O:34])[CH2:28]3)=[CH:24][CH:23]=2)O1.C([O-])([O-])=O.[Na+].[Na+]. The catalyst is C1C=CC([P]([Pd]([P](C2C=CC=CC=2)(C2C=CC=CC=2)C2C=CC=CC=2)([P](C2C=CC=CC=2)(C2C=CC=CC=2)C2C=CC=CC=2)[P](C2C=CC=CC=2)(C2C=CC=CC=2)C2C=CC=CC=2)(C2C=CC=CC=2)C2C=CC=CC=2)=CC=1.O1CCOCC1. The product is [C:36]([O:35][C:33]([N:29]1[CH2:30][CH2:31][CH2:32][CH:27]([O:26][C:25]2[CH:40]=[CH:41][C:22]([C:2]3[C:3]([Cl:13])=[CH:4][C:5]([NH2:6])=[CH:7][C:8]=3[C:9]([F:12])([F:11])[F:10])=[CH:23][CH:24]=2)[CH2:28]1)=[O:34])([CH3:39])([CH3:37])[CH3:38]. The yield is 0.540. (2) The yield is 0.230. The product is [CH2:29]([O:31][C:32]1[CH:33]=[C:34]([CH:37]=[CH:38][C:39]=1[CH3:40])[CH2:35][N:3]1[CH2:8][CH2:7][CH:6]([NH:9][C:10]2[CH:11]=[N:12][CH:13]=[CH:14][CH:15]=2)[CH2:5][CH2:4]1)[CH3:30]. The catalyst is C(O)C. The reactants are Cl.Cl.[NH:3]1[CH2:8][CH2:7][CH:6]([NH:9][C:10]2[CH:11]=[N:12][CH:13]=[CH:14][CH:15]=2)[CH2:5][CH2:4]1.C(O)(=O)C.C(N(C(C)C)C(C)C)C.[CH2:29]([O:31][C:32]1[CH:33]=[C:34]([CH:37]=[CH:38][C:39]=1[CH3:40])[CH:35]=O)[CH3:30].C([BH3-])#N.[Na+]. (3) The catalyst is C(O)C.ClCCl. The reactants are [SH:1][C:2]([CH3:17])([CH3:16])[CH2:3][S:4][CH2:5][C:6]1[CH:7]=[C:8]([CH2:14][OH:15])[CH:9]=[C:10]([CH2:12][OH:13])[CH:11]=1.P([O-])([O-])([O-])=O.[K+].[K+].[K+].[CH3:26][S:27](=O)(SC)=O. The yield is 0.649. The product is [CH3:16][C:2]([S:1][S:27][CH3:26])([CH3:17])[CH2:3][S:4][CH2:5][C:6]1[CH:11]=[C:10]([CH2:12][OH:13])[CH:9]=[C:8]([CH2:14][OH:15])[CH:7]=1.